This data is from NCI-60 drug combinations with 297,098 pairs across 59 cell lines. The task is: Regression. Given two drug SMILES strings and cell line genomic features, predict the synergy score measuring deviation from expected non-interaction effect. (1) Drug 1: CN1CCC(CC1)COC2=C(C=C3C(=C2)N=CN=C3NC4=C(C=C(C=C4)Br)F)OC. Drug 2: CCCS(=O)(=O)NC1=C(C(=C(C=C1)F)C(=O)C2=CNC3=C2C=C(C=N3)C4=CC=C(C=C4)Cl)F. Cell line: SF-295. Synergy scores: CSS=5.22, Synergy_ZIP=-2.04, Synergy_Bliss=1.59, Synergy_Loewe=2.66, Synergy_HSA=2.18. (2) Drug 1: CN1CCC(CC1)COC2=C(C=C3C(=C2)N=CN=C3NC4=C(C=C(C=C4)Br)F)OC. Drug 2: CC1=C(C(=CC=C1)Cl)NC(=O)C2=CN=C(S2)NC3=CC(=NC(=N3)C)N4CCN(CC4)CCO. Cell line: SK-OV-3. Synergy scores: CSS=32.4, Synergy_ZIP=-0.784, Synergy_Bliss=6.08, Synergy_Loewe=7.50, Synergy_HSA=9.72. (3) Drug 1: CC1=C(N=C(N=C1N)C(CC(=O)N)NCC(C(=O)N)N)C(=O)NC(C(C2=CN=CN2)OC3C(C(C(C(O3)CO)O)O)OC4C(C(C(C(O4)CO)O)OC(=O)N)O)C(=O)NC(C)C(C(C)C(=O)NC(C(C)O)C(=O)NCCC5=NC(=CS5)C6=NC(=CS6)C(=O)NCCC[S+](C)C)O. Drug 2: CC12CCC3C(C1CCC2O)C(CC4=C3C=CC(=C4)O)CCCCCCCCCS(=O)CCCC(C(F)(F)F)(F)F. Cell line: HCT116. Synergy scores: CSS=23.5, Synergy_ZIP=-13.1, Synergy_Bliss=-23.2, Synergy_Loewe=-19.4, Synergy_HSA=-18.0. (4) Drug 1: CN(C)N=NC1=C(NC=N1)C(=O)N. Drug 2: CCCCC(=O)OCC(=O)C1(CC(C2=C(C1)C(=C3C(=C2O)C(=O)C4=C(C3=O)C=CC=C4OC)O)OC5CC(C(C(O5)C)O)NC(=O)C(F)(F)F)O. Cell line: NCI-H460. Synergy scores: CSS=10.7, Synergy_ZIP=-5.27, Synergy_Bliss=-1.24, Synergy_Loewe=-1.97, Synergy_HSA=-1.72. (5) Drug 1: CC1=C2C(C(=O)C3(C(CC4C(C3C(C(C2(C)C)(CC1OC(=O)C(C(C5=CC=CC=C5)NC(=O)OC(C)(C)C)O)O)OC(=O)C6=CC=CC=C6)(CO4)OC(=O)C)O)C)O. Drug 2: CN1C2=C(C=C(C=C2)N(CCCl)CCCl)N=C1CCCC(=O)O.Cl. Cell line: MDA-MB-231. Synergy scores: CSS=-2.10, Synergy_ZIP=2.27, Synergy_Bliss=4.43, Synergy_Loewe=-0.929, Synergy_HSA=0.995.